Task: Predict the reactants needed to synthesize the given product.. Dataset: Full USPTO retrosynthesis dataset with 1.9M reactions from patents (1976-2016) (1) Given the product [O:1]1[C:5]2[CH:6]=[CH:7][C:8]([C:10]3([C:13]([NH:15][C:16]4[CH:17]=[C:18]5[C:22](=[CH:23][C:24]=4[F:25])[N:21]([CH2:36][CH:32]4[CH2:33][CH2:34][CH2:35][O:30][CH2:31]4)[CH:20]([C:26]([CH3:29])([CH3:28])[CH3:27])[CH2:19]5)=[O:14])[CH2:12][CH2:11]3)=[CH:9][C:4]=2[O:3][CH2:2]1, predict the reactants needed to synthesize it. The reactants are: [O:1]1[C:5]2[CH:6]=[CH:7][C:8]([C:10]3([C:13]([NH:15][C:16]4[CH:17]=[C:18]5[C:22](=[CH:23][C:24]=4[F:25])[NH:21][CH:20]([C:26]([CH3:29])([CH3:28])[CH3:27])[CH2:19]5)=[O:14])[CH2:12][CH2:11]3)=[CH:9][C:4]=2[O:3][CH2:2]1.[O:30]1[CH2:35][CH2:34][CH2:33][CH:32]([CH:36]=O)[CH2:31]1.[BH-](OC(C)=O)(OC(C)=O)OC(C)=O.[Na+]. (2) Given the product [CH:25]1([NH:24][C:22]([C:21]2[CH:20]=[CH:19][N:18]=[C:17]3[C:16]=2[N:15]=[C:14]([C:11]2[CH:10]=[CH:9][C:8]([CH2:7][N:1]4[CH2:2][CH2:3][O:4][CH2:5][CH2:6]4)=[CH:13][CH:12]=2)[NH:31]3)=[O:23])[CH2:26][CH2:28][CH2:29][CH2:30]1, predict the reactants needed to synthesize it. The reactants are: [N:1]1([CH2:7][C:8]2[CH:13]=[CH:12][C:11]([C:14]3[NH:31][C:17]4=[N:18][CH:19]=[CH:20][C:21]([C:22]([NH:24][C:25]5[CH:26]=N[CH:28]=[CH:29][CH:30]=5)=[O:23])=[C:16]4[N:15]=3)=[CH:10][CH:9]=2)[CH2:6][CH2:5][O:4][CH2:3][CH2:2]1.C1(N)CCCC1. (3) Given the product [F:1][C:2]1[CH:3]=[C:4]([NH:9][C:10]2[C:11]([C:12]([NH:20][C@H:21]3[CH2:25][CH2:24][N:23]([C:26]([O:28][C:29]([CH3:32])([CH3:31])[CH3:30])=[O:27])[CH2:22]3)=[O:14])=[CH:15][C:16]([F:19])=[CH:17][N:18]=2)[CH:5]=[CH:6][C:7]=1[F:8], predict the reactants needed to synthesize it. The reactants are: [F:1][C:2]1[CH:3]=[C:4]([NH:9][C:10]2[N:18]=[CH:17][C:16]([F:19])=[CH:15][C:11]=2[C:12]([OH:14])=O)[CH:5]=[CH:6][C:7]=1[F:8].[NH2:20][C@H:21]1[CH2:25][CH2:24][N:23]([C:26]([O:28][C:29]([CH3:32])([CH3:31])[CH3:30])=[O:27])[CH2:22]1.CN(C(ON1N=NC2C=CC=NC1=2)=[N+](C)C)C.F[P-](F)(F)(F)(F)F.C1C=NC2N(O)N=NC=2C=1.CCN(C(C)C)C(C)C. (4) Given the product [C:1]([O:5][C:6](=[O:22])[NH:7][C:8]1[CH:13]=[CH:12][C:11]([C:14]2[CH:18]=[CH:17][S:16][CH:15]=2)=[CH:10][C:9]=1[NH2:19])([CH3:4])([CH3:2])[CH3:3], predict the reactants needed to synthesize it. The reactants are: [C:1]([O:5][C:6](=[O:22])[NH:7][C:8]1[CH:13]=[CH:12][C:11]([C:14]2[CH:18]=[CH:17][S:16][CH:15]=2)=[CH:10][C:9]=1[N+:19]([O-])=O)([CH3:4])([CH3:3])[CH3:2]. (5) The reactants are: Br[C:2]1[CH:3]=[CH:4][C:5]2=[C:6]([CH:29]=1)[N:7]=[C:8]([NH:21][C:22](=[O:28])[O:23][C:24]([CH3:27])([CH3:26])[CH3:25])[CH2:9][C:10]([C:12](=[O:20])[N:13]([CH2:17][CH2:18][CH3:19])[CH2:14][CH2:15][CH3:16])=[CH:11]2.[OH:30][C:31]1[CH:36]=[CH:35][C:34](B(O)O)=[CH:33][CH:32]=1.CN(C)C(C1C=CC(C2C=CC3=C(C=2)N=C(NC(=O)OC(C)(C)C)CC(C(=O)N(CCC)CCC)=C3)=CC=1)=O.C([O-])([O-])=O.[Na+].[Na+].O.[K].[K].C1(P(C2C=CC(S(O)(=O)=O)=CC=2)C2C=CC(S(O)(=O)=O)=CC=2)C=CC=CC=1.N#N.CN(C)C(C1C=CC(B(O)O)=CC=1)=O. Given the product [CH2:14]([N:13]([CH2:17][CH2:18][CH3:19])[C:12]([C:10]1=[CH:11][C:5]2[CH:4]=[CH:3][C:2]([C:34]3[CH:35]=[CH:36][C:31]([OH:30])=[CH:32][CH:33]=3)=[CH:29][C:6]=2[N:7]=[C:8]([NH:21][C:22](=[O:28])[O:23][C:24]([CH3:27])([CH3:26])[CH3:25])[CH2:9]1)=[O:20])[CH2:15][CH3:16], predict the reactants needed to synthesize it. (6) Given the product [Cl:22][CH:23]([C:27]1[CH:32]=[CH:31][CH:30]=[CH:29][CH:28]=1)[C:24]([NH:1][C:2]1[CH:7]=[C:6]([CH3:8])[CH:5]=[C:4]([CH3:9])[C:3]=1[OH:10])=[O:25], predict the reactants needed to synthesize it. The reactants are: [NH2:1][C:2]1[CH:7]=[C:6]([CH3:8])[CH:5]=[C:4]([CH3:9])[C:3]=1[OH:10].C(OCC)(=O)C.C(=O)([O-])O.[Na+].[Cl:22][CH:23]([C:27]1[CH:32]=[CH:31][CH:30]=[CH:29][CH:28]=1)[C:24](Cl)=[O:25].